From a dataset of Forward reaction prediction with 1.9M reactions from USPTO patents (1976-2016). Predict the product of the given reaction. (1) Given the reactants [CH2:1]([S:8][C:9]1[C:18]([CH2:19]O)=[CH:17][C:16]2[CH2:15][CH:14]([C:21]([CH3:24])([CH3:23])[CH3:22])[CH2:13][CH2:12][C:11]=2[N:10]=1)[C:2]1[CH:7]=[CH:6][CH:5]=[CH:4][CH:3]=1.[C-:25]#[N:26].[Na+], predict the reaction product. The product is: [CH2:1]([S:8][C:9]1[C:18]([CH2:19][C:25]#[N:26])=[CH:17][C:16]2[CH2:15][CH:14]([C:21]([CH3:24])([CH3:23])[CH3:22])[CH2:13][CH2:12][C:11]=2[N:10]=1)[C:2]1[CH:7]=[CH:6][CH:5]=[CH:4][CH:3]=1. (2) Given the reactants CC(OC(/N=N/C(OC(C)C)=O)=O)C.[CH3:15][C:16]1[N:21]=[C:20]([CH2:22]O)[CH:19]=[C:18]([C:24]2[CH:25]=[N:26][C:27]([C:30]([F:33])([F:32])[F:31])=[N:28][CH:29]=2)[CH:17]=1.[C:34]1(=[O:44])[C:42]2[C:37](=[CH:38][CH:39]=[CH:40][CH:41]=2)[C:36](=[O:43])[NH:35]1.C1C=CC(P(C2C=CC=CC=2)C2C=CC=CC=2)=CC=1, predict the reaction product. The product is: [CH3:15][C:16]1[N:21]=[C:20]([CH2:22][N:35]2[C:36](=[O:43])[C:37]3[C:42](=[CH:41][CH:40]=[CH:39][CH:38]=3)[C:34]2=[O:44])[CH:19]=[C:18]([C:24]2[CH:25]=[N:26][C:27]([C:30]([F:33])([F:32])[F:31])=[N:28][CH:29]=2)[CH:17]=1. (3) Given the reactants [CH3:1][NH:2][CH2:3][CH2:4][C:5]#[C:6][C:7]1[CH:12]=[CH:11][CH:10]=[CH:9][N:8]=1.[C:13](Cl)(=[O:20])[C:14]1[CH:19]=[CH:18][CH:17]=[CH:16][CH:15]=1, predict the reaction product. The product is: [CH3:1][N:2]([CH2:3][CH2:4][C:5]#[C:6][C:7]1[CH:12]=[CH:11][CH:10]=[CH:9][N:8]=1)[C:13](=[O:20])[C:14]1[CH:19]=[CH:18][CH:17]=[CH:16][CH:15]=1. (4) Given the reactants [Cl:1][C:2]1[CH:3]=[CH:4][C:5]([C:9]2[S:10][C:11]3[CH:17]=[C:16]([O:18][CH2:19][CH:20]4[O:22][CH2:21]4)[CH:15]=[CH:14][C:12]=3[N:13]=2)=[C:6]([OH:8])[CH:7]=1.[NH:23]1[CH2:27][CH2:26][CH2:25][CH2:24]1, predict the reaction product. The product is: [Cl:1][C:2]1[CH:3]=[CH:4][C:5]([C:9]2[S:10][C:11]3[CH:17]=[C:16]([O:18][CH2:19][CH:20]([OH:22])[CH2:21][N:23]4[CH2:27][CH2:26][CH2:25][CH2:24]4)[CH:15]=[CH:14][C:12]=3[N:13]=2)=[C:6]([OH:8])[CH:7]=1. (5) Given the reactants [NH2:1][CH2:2][CH:3]([C:5]1[CH:10]=[CH:9][CH:8]=[CH:7][N:6]=1)[OH:4].[C:11]([N:18]1[CH2:23][CH2:22][CH2:21][CH2:20][C:19]1=O)([O:13][C:14]([CH3:17])([CH3:16])[CH3:15])=[O:12].C(O)(=O)C.C(O[BH-](OC(=O)C)OC(=O)C)(=O)C.[Na+], predict the reaction product. The product is: [C:14]([O:13][C:11]([N:18]1[CH2:23][CH2:22][CH:21]([NH:1][CH2:2][CH:3]([OH:4])[C:5]2[CH:10]=[CH:9][CH:8]=[CH:7][N:6]=2)[CH2:20][CH2:19]1)=[O:12])([CH3:17])([CH3:15])[CH3:16]. (6) The product is: [C:1]([OH:8])(=[O:7])/[CH:2]=[CH:3]\[C:4]([OH:6])=[O:5].[CH3:13][O:14][C:15]1[CH:16]=[C:17]([C:23]2[C@H:32]3[C@H:27]([CH2:28][CH:29]=[CH:30][CH2:31]3)[C:26](=[O:33])[N:25]([CH2:34][C:35]3[CH:36]=[CH:37][C:38]([CH2:41][N:42]4[CH2:43][CH2:44][O:45][CH2:46][CH2:47]4)=[CH:39][CH:40]=3)[N:24]=2)[CH:18]=[CH:19][C:20]=1[O:21][CH3:22]. Given the reactants [C:1]([OH:8])(=[O:7])/[CH:2]=[CH:3]\[C:4]([OH:6])=[O:5].CC(O)C.[CH3:13][O:14][C:15]1[CH:16]=[C:17]([C:23]2[C@H:32]3[C@H:27]([CH2:28][CH:29]=[CH:30][CH2:31]3)[C:26](=[O:33])[N:25]([CH2:34][C:35]3[CH:40]=[CH:39][C:38]([CH2:41][N:42]4[CH2:47][CH2:46][O:45][CH2:44][CH2:43]4)=[CH:37][CH:36]=3)[N:24]=2)[CH:18]=[CH:19][C:20]=1[O:21][CH3:22], predict the reaction product. (7) Given the reactants [NH2:1][C:2]1[CH:7]=[C:6]([NH2:8])[CH:5]=[CH:4][C:3]=1[C:9]([N:11]1[CH2:16][CH2:15][N:14]([C:17]2[CH:22]=[CH:21][C:20]([CH3:23])=[CH:19][C:18]=2[CH3:24])[CH2:13][CH2:12]1)=[O:10].Cl[CH2:26][CH2:27][CH2:28][S:29](Cl)(=[O:31])=[O:30], predict the reaction product. The product is: [O:30]=[S:29]1(=[O:31])[CH2:28][CH2:27][CH2:26][N:1]1[C:2]1[CH:7]=[C:6]([N:8]2[CH2:26][CH2:27][CH2:28][S:29]2(=[O:31])=[O:30])[CH:5]=[CH:4][C:3]=1[C:9]([N:11]1[CH2:16][CH2:15][N:14]([C:17]2[CH:22]=[CH:21][C:20]([CH3:23])=[CH:19][C:18]=2[CH3:24])[CH2:13][CH2:12]1)=[O:10].